From a dataset of Forward reaction prediction with 1.9M reactions from USPTO patents (1976-2016). Predict the product of the given reaction. Given the reactants Cl[C:2]1[CH:3]=[C:4]([O:9][CH3:10])[CH:5]=[C:6]([Cl:8])[CH:7]=1.[Mg].CN(C)[CH:14]=[O:15].CCOC(C)=O, predict the reaction product. The product is: [Cl:8][C:6]1[CH:7]=[C:2]([CH:3]=[C:4]([O:9][CH3:10])[CH:5]=1)[CH:14]=[O:15].